The task is: Predict the reaction yield, written as a fraction of the theoretical maximum amount of product (1.0 means a 100% yield; for example, 0.34 means a 34% yield).. This data is from Reaction yield outcomes from USPTO patents with 853,638 reactions. (1) The reactants are Cl[C:2]1[CH:7]=[CH:6][C:5]([N+:8]([O-:10])=[O:9])=[CH:4][C:3]=1[C:11]([F:14])([F:13])[F:12].C([O-])([O-])=O.[K+].[K+].C(OC(=O)[CH2:25][C:26]#[N:27])C. The catalyst is CN(C=O)C. The product is [N+:8]([C:5]1[CH:6]=[CH:7][C:2]([CH2:25][C:26]#[N:27])=[C:3]([C:11]([F:14])([F:13])[F:12])[CH:4]=1)([O-:10])=[O:9]. The yield is 0.450. (2) The reactants are [C:1]([O:5][C:6]([N:8]1[CH2:13][CH2:12][O:11][C@H:10]([C:14]([C:16]2[CH:17]=[N:18][C:19]([O:22][CH3:23])=[CH:20][CH:21]=2)=[O:15])[CH2:9]1)=[O:7])([CH3:4])([CH3:3])[CH3:2].[BH4-].[Na+]. The catalyst is CO. The product is [C:1]([O:5][C:6]([N:8]1[CH2:13][CH2:12][O:11][C@H:10]([CH:14]([OH:15])[C:16]2[CH:17]=[N:18][C:19]([O:22][CH3:23])=[CH:20][CH:21]=2)[CH2:9]1)=[O:7])([CH3:4])([CH3:3])[CH3:2]. The yield is 0.960. (3) The reactants are [Br:1][C:2]1[CH:7]=[CH:6][CH:5]=[CH:4][C:3]=1[CH2:8][S:9]([O-:12])(=O)=[O:10].[Na+].P(Cl)(Cl)(Cl)(Cl)[Cl:15]. The catalyst is C1(C)C=CC=CC=1. The product is [Br:1][C:2]1[CH:7]=[CH:6][CH:5]=[CH:4][C:3]=1[CH2:8][S:9]([Cl:15])(=[O:12])=[O:10]. The yield is 0.770. (4) The reactants are C(NC(C)C)(C)C.[Li]CCCC.[CH2:13]([O:15][C:16](=[O:29])[CH2:17][C:18]1[CH2:22][C:21]([CH3:24])([CH3:23])[CH2:20][C:19]=1[C:25]([O:27]C)=O)[CH3:14].[F:30][C:31]1[CH:40]=[C:39]([I:41])[CH:38]=[CH:37][C:32]=1[N:33]=[C:34]=[N:35][CH3:36]. The catalyst is C1COCC1. The product is [F:30][C:31]1[CH:40]=[C:39]([I:41])[CH:38]=[CH:37][C:32]=1[NH:33][C:34]1[N:35]([CH3:36])[C:25](=[O:27])[C:19]2[CH2:20][C:21]([CH3:23])([CH3:24])[CH2:22][C:18]=2[C:17]=1[C:16]([O:15][CH2:13][CH3:14])=[O:29]. The yield is 0.250. (5) The reactants are [Cl:1][C:2]1[CH:3]=[C:4]2[C:8](=[CH:9][CH:10]=1)[NH:7][CH:6]=[C:5]2[CH2:11][CH2:12][NH:13][C:14](=[O:23])[C:15]1[CH:20]=[CH:19][C:18]([CH2:21]Cl)=[CH:17][CH:16]=1.[S:24]1[CH:28]=[CH:27][CH:26]=[C:25]1B(O)O.ClCCl.C(=O)([O-])[O-].[Na+].[Na+].[I-].[Na+]. The catalyst is C(COC)OC.O.C1C=CC(P(C2C=CC=CC=2)[C-]2C=CC=C2)=CC=1.C1C=CC(P(C2C=CC=CC=2)[C-]2C=CC=C2)=CC=1.Cl[Pd]Cl.[Fe+2]. The product is [Cl:1][C:2]1[CH:3]=[C:4]2[C:8](=[CH:9][CH:10]=1)[NH:7][CH:6]=[C:5]2[CH2:11][CH2:12][NH:13][C:14](=[O:23])[C:15]1[CH:20]=[CH:19][C:18]([CH2:21][C:25]2[S:24][CH:28]=[CH:27][CH:26]=2)=[CH:17][CH:16]=1. The yield is 0.620. (6) The reactants are [C:1]([C:3]1[CH:8]=[CH:7][C:6]([NH:9][C:10]([CH:12]2[NH:16][CH:15]([CH2:17][C:18]([CH3:21])([CH3:20])[CH3:19])[C:14]3([C:29]4[C:24](=[CH:25][C:26]([Cl:30])=[CH:27][CH:28]=4)[NH:23][C:22]3=[O:31])[CH:13]2[C:32]2[CH:37]=[C:36]([F:38])[CH:35]=[C:34]([Cl:39])[CH:33]=2)=[O:11])=[CH:5][CH:4]=1)#[N:2].[OH:40]O.[OH-].[Na+]. The catalyst is CS(C)=O. The product is [C:1]([C:3]1[CH:4]=[CH:5][C:6]([NH:9][C:10]([CH:12]2[NH:16][CH:15]([CH2:17][C:18]([CH3:21])([CH3:20])[CH3:19])[C:14]3([C:29]4[C:24](=[CH:25][C:26]([Cl:30])=[CH:27][CH:28]=4)[NH:23][C:22]3=[O:31])[CH:13]2[C:32]2[CH:37]=[C:36]([F:38])[CH:35]=[C:34]([Cl:39])[CH:33]=2)=[O:11])=[CH:7][CH:8]=1)(=[O:40])[NH2:2]. The yield is 0.530. (7) The reactants are [C:1]([C:3]1[CH:8]=[CH:7][C:6]([C:9]2([O:12][CH:13]([CH3:15])[CH3:14])[CH2:11][CH2:10]2)=[CH:5][CH:4]=1)#[CH:2].[CH2:16]([O:18][C:19](=[O:27])[C:20]1[CH:25]=[CH:24][C:23](I)=[CH:22][CH:21]=1)[CH3:17]. The catalyst is C(N(CC)CC)C.[Cu]I.Cl[Pd](Cl)([P](C1C=CC=CC=1)(C1C=CC=CC=1)C1C=CC=CC=1)[P](C1C=CC=CC=1)(C1C=CC=CC=1)C1C=CC=CC=1. The product is [CH:13]([O:12][C:9]1([C:6]2[CH:7]=[CH:8][C:3]([C:1]#[C:2][C:23]3[CH:24]=[CH:25][C:20]([C:19]([O:18][CH2:16][CH3:17])=[O:27])=[CH:21][CH:22]=3)=[CH:4][CH:5]=2)[CH2:10][CH2:11]1)([CH3:15])[CH3:14]. The yield is 0.760. (8) The reactants are Br[C:2]1[NH:3][C:4]2[C:9]([C:10]=1[CH:11]=[O:12])=[CH:8][C:7]([O:13][CH3:14])=[CH:6][CH:5]=2.[CH3:15][N:16]1[C:20]([CH3:21])=[C:19](B2OC(C)(C)C(C)(C)O2)[CH:18]=[N:17]1.C1(P(C2C=CC=CC=2)C2C=CC=CC=2)C=CC=CC=1.P([O-])([O-])([O-])=O.[K+].[K+].[K+]. The catalyst is COCCOC.O.C(O[Pd]OC(=O)C)(=O)C. The product is [CH3:15][N:16]1[C:20]([CH3:21])=[C:19]([C:2]2[NH:3][C:4]3[C:9]([C:10]=2[CH:11]=[O:12])=[CH:8][C:7]([O:13][CH3:14])=[CH:6][CH:5]=3)[CH:18]=[N:17]1. The yield is 0.290. (9) The reactants are O.NN.[Cl:4][C:5]1[C:6](=[O:42])[N:7]([CH2:32][C:33]2[CH:38]=[CH:37][C:36]([O:39][CH3:40])=[C:35]([Cl:41])[CH:34]=2)[C:8]([CH3:31])=[CH:9][C:10]=1[O:11][CH2:12][C:13]1[CH:30]=[CH:29][CH:28]=[CH:27][C:14]=1[CH2:15][N:16]1C(=O)C2C(=CC=CC=2)C1=O. The catalyst is CO. The product is [NH2:16][CH2:15][C:14]1[CH:27]=[CH:28][CH:29]=[CH:30][C:13]=1[CH2:12][O:11][C:10]1[CH:9]=[C:8]([CH3:31])[N:7]([CH2:32][C:33]2[CH:38]=[CH:37][C:36]([O:39][CH3:40])=[C:35]([Cl:41])[CH:34]=2)[C:6](=[O:42])[C:5]=1[Cl:4]. The yield is 0.870. (10) The reactants are Br[C:2]1[CH:3]=[C:4]([N:8]2[CH2:13][CH2:12][CH:11]([C:14]([O:16][CH2:17][CH3:18])=[O:15])[CH2:10][CH2:9]2)[CH:5]=[CH:6][CH:7]=1.[B:19]1([B:19]2[O:23][C:22]([CH3:25])([CH3:24])[C:21]([CH3:27])([CH3:26])[O:20]2)[O:23][C:22]([CH3:25])([CH3:24])[C:21]([CH3:27])([CH3:26])[O:20]1.C([O-])(=O)C.[K+]. The catalyst is O1CCOCC1.C1C=CC(P(C2C=CC=CC=2)[C-]2C=CC=C2)=CC=1.C1C=CC(P(C2C=CC=CC=2)[C-]2C=CC=C2)=CC=1.Cl[Pd]Cl.[Fe+2]. The product is [CH3:26][C:21]1([CH3:27])[C:22]([CH3:25])([CH3:24])[O:23][B:19]([C:2]2[CH:3]=[C:4]([N:8]3[CH2:13][CH2:12][CH:11]([C:14]([O:16][CH2:17][CH3:18])=[O:15])[CH2:10][CH2:9]3)[CH:5]=[CH:6][CH:7]=2)[O:20]1. The yield is 0.910.